From a dataset of Forward reaction prediction with 1.9M reactions from USPTO patents (1976-2016). Predict the product of the given reaction. (1) Given the reactants [NH2:1][CH2:2][CH2:3][O:4][C:5]1[CH:10]=[CH:9][C:8]([NH:11][C:12](=[O:21])[C:13]2[CH:18]=[CH:17][CH:16]=[C:15]([O:19][CH3:20])[CH:14]=2)=[CH:7][C:6]=1[C:22]1[N:26]([CH3:27])[N:25]=[CH:24][CH:23]=1.[NH2:28][C:29](N)=[NH:30].C(N(CC)CC)C.C(O)(C(F)(F)F)=O, predict the reaction product. The product is: [NH:1]([CH2:2][CH2:3][O:4][C:5]1[CH:10]=[CH:9][C:8]([NH:11][C:12](=[O:21])[C:13]2[CH:18]=[CH:17][CH:16]=[C:15]([O:19][CH3:20])[CH:14]=2)=[CH:7][C:6]=1[C:22]1[N:26]([CH3:27])[N:25]=[CH:24][CH:23]=1)[C:29]([NH2:30])=[NH:28]. (2) Given the reactants C(OCC[O:6][CH2:7][C:8]1[CH:13]=[C:12]([CH2:14][O:15][CH2:16][CH2:17]OCC)[CH:11]=[CH:10][C:9]=1Br)C.C(OCCOCC1C=CC=C(COCCOCC)C=1Br)C.C([Li])CCC.[F:48][C:49]1[CH:56]=[CH:55]C(C=O)=[CH:51][CH:50]=1.[Cl-].[NH4+], predict the reaction product. The product is: [F:48][C:49]1[CH:56]=[CH:55][C:17]([CH:16]2[C:11]3[C:12](=[CH:13][C:8]([CH2:7][OH:6])=[CH:9][CH:10]=3)[CH2:14][O:15]2)=[CH:51][CH:50]=1. (3) Given the reactants [Br:1][C:2]1[C:3]([F:15])=[C:4]([N+:12]([O-:14])=[O:13])[C:5](O)=[C:6]([CH:10]=1)[C:7]([OH:9])=[O:8].[C:16](=O)([O-])[O-].[K+].[K+].S([O:27][CH3:28])(OC)(=O)=O, predict the reaction product. The product is: [Br:1][C:2]1[C:3]([F:15])=[C:4]([N+:12]([O-:14])=[O:13])[C:5]([O:27][CH3:28])=[C:6]([CH:10]=1)[C:7]([O:9][CH3:16])=[O:8]. (4) Given the reactants [F:1][CH2:2][CH:3]1[CH2:6][N:5]([CH2:7][CH2:8][O:9][C:10]2[CH:15]=[CH:14][C:13]([CH:16]3[C:25]([C:26]4[CH:31]=[CH:30][CH:29]=[C:28]([O:32]C5CCCCO5)[CH:27]=4)=[C:24]([CH3:39])[C:23]4[C:18](=[C:19]([O:40]C5CCCCO5)[CH:20]=[CH:21][CH:22]=4)[O:17]3)=[CH:12][CH:11]=2)[CH2:4]1.C(O)(=O)C, predict the reaction product. The product is: [F:1][CH2:2][CH:3]1[CH2:4][N:5]([CH2:7][CH2:8][O:9][C:10]2[CH:15]=[CH:14][C:13]([C@H:16]3[C:25]([C:26]4[CH:31]=[CH:30][CH:29]=[C:28]([OH:32])[CH:27]=4)=[C:24]([CH3:39])[C:23]4[C:18](=[C:19]([OH:40])[CH:20]=[CH:21][CH:22]=4)[O:17]3)=[CH:12][CH:11]=2)[CH2:6]1. (5) The product is: [Cl:21][C:22]1[CH:23]=[CH:24][C:25]([O:31][CH:32]2[CH2:34][CH2:33]2)=[C:26]([C:6](=[O:8])[CH2:5][C:4]([O:3][CH2:1][CH3:2])=[O:9])[CH:30]=1. Given the reactants [CH2:1]([O:3][C:4](=[O:9])[CH2:5][C:6]([O-:8])=O)[CH3:2].[K+].C(N(CC)CC)C.[Mg+2].[Cl-].[Cl-].[Cl:21][C:22]1[CH:23]=[CH:24][C:25]([O:31][CH:32]2[CH2:34][CH2:33]2)=[C:26]([CH:30]=1)C(Cl)=O, predict the reaction product. (6) Given the reactants F[B-](F)(F)F.C(P(C(C)(C)C)C(C)(C)C)(C)(C)C.CC(C)([O-])C.[Na+].[O:25]1CCO[CH:26]1[C:30]1[CH:39]=[CH:38][CH:37]=[C:36]2[C:31]=1[CH2:32][CH2:33][C:34](=[O:48])[N:35]2[CH2:40][CH2:41][CH:42]1[CH2:47][CH2:46][NH:45][CH2:44][CH2:43]1.Br[C:50]1[CH:55]=[CH:54][C:53]([C:56]2[CH:61]=[CH:60][CH:59]=[CH:58][CH:57]=2)=[CH:52][CH:51]=1, predict the reaction product. The product is: [C:53]1([C:56]2[CH:61]=[CH:60][CH:59]=[CH:58][CH:57]=2)[CH:54]=[CH:55][C:50]([N:45]2[CH2:44][CH2:43][CH:42]([CH2:41][CH2:40][N:35]3[C:36]4[CH:37]=[CH:38][CH:39]=[C:30]([CH:26]=[O:25])[C:31]=4[CH2:32][CH2:33][C:34]3=[O:48])[CH2:47][CH2:46]2)=[CH:51][CH:52]=1. (7) The product is: [CH3:25][O:5][CH:6]([C:8]1[N:17]=[C:16]2[C:11]([CH:12]=[C:13]([C:22]([OH:24])=[O:23])[C:14]([C:18]([F:21])([F:20])[F:19])=[N:15]2)=[CH:10][CH:9]=1)[CH3:7]. Given the reactants CS([O:5][CH:6]([C:8]1[N:17]=[C:16]2[C:11]([CH:12]=[C:13]([C:22]([O-:24])=[O:23])[C:14]([C:18]([F:21])([F:20])[F:19])=[N:15]2)=[CH:10][CH:9]=1)[CH3:7])(=O)=O.[CH3:25][O-].[Na+].O.[OH-].[Li+].Cl, predict the reaction product.